Task: Predict the product of the given reaction.. Dataset: Forward reaction prediction with 1.9M reactions from USPTO patents (1976-2016) (1) Given the reactants [OH:1][C:2]1[N:6]([C:7]2[CH:12]=[C:11]([C:13]#[N:14])[CH:10]=[CH:9][N:8]=2)[N:5]=[CH:4][CH:3]=1.[Cl:15][C:16]1[CH:21]=[C:20]([Cl:22])[CH:19]=[CH:18][C:17]=1[CH2:23]O, predict the reaction product. The product is: [Cl:15][C:16]1[CH:21]=[C:20]([Cl:22])[CH:19]=[CH:18][C:17]=1[CH2:23][O:1][C:2]1[N:6]([C:7]2[CH:12]=[C:11]([C:13]#[N:14])[CH:10]=[CH:9][N:8]=2)[N:5]=[CH:4][CH:3]=1. (2) The product is: [Br:1][C:2]1[CH:7]=[CH:6][CH:5]=[C:4]([Br:8])[C:3]=1[O:9][CH2:17][CH2:18][Cl:19]. Given the reactants [Br:1][C:2]1[CH:7]=[CH:6][CH:5]=[C:4]([Br:8])[C:3]=1[OH:9].C(=O)([O-])[O-].[K+].[K+].Br[CH2:17][CH2:18][Cl:19], predict the reaction product. (3) Given the reactants [N:1]1[N:5]2[CH:6]=[CH:7][CH:8]=[CH:9][C:4]2=[C:3]([C:10]([OH:12])=O)[CH:2]=1.C1C=CC2N(O)N=NC=2C=1.CCN=C=NCCCN(C)C.C(N(C(C)C)CC)(C)C.[CH3:43][C:44]12[CH2:51][CH:48]([NH:49][CH2:50]1)[CH2:47][C:46]([CH3:53])([CH3:52])[CH2:45]2, predict the reaction product. The product is: [N:1]1[N:5]2[CH:6]=[CH:7][CH:8]=[CH:9][C:4]2=[C:3]([C:10]([N:49]2[CH2:50][C:44]3([CH3:43])[CH2:51][CH:48]2[CH2:47][C:46]([CH3:53])([CH3:52])[CH2:45]3)=[O:12])[CH:2]=1. (4) Given the reactants [CH3:1][C:2]1[CH:6]=[C:5]([CH3:7])[N:4]([C:8]2[N:13]=[C:12]([NH:14][C:15](=[O:17])[CH3:16])[CH:11]=[C:10]([C:18]3[CH:23]=[CH:22][CH:21]=[C:20]([CH2:24][OH:25])[CH:19]=3)[N:9]=2)[N:3]=1.C(N(C(C)C)CC)(C)C.[CH3:35][S:36](Cl)(=[O:38])=[O:37].C([O-])(O)=O.[Na+], predict the reaction product. The product is: [C:15]([NH:14][C:12]1[N:13]=[C:8]([N:4]2[C:5]([CH3:7])=[CH:6][C:2]([CH3:1])=[N:3]2)[N:9]=[C:10]([C:18]2[CH:19]=[C:20]([CH:21]=[CH:22][CH:23]=2)[CH2:24][O:25][S:36]([CH3:35])(=[O:38])=[O:37])[CH:11]=1)(=[O:17])[CH3:16].